This data is from Forward reaction prediction with 1.9M reactions from USPTO patents (1976-2016). The task is: Predict the product of the given reaction. The product is: [N:1]1([C:6]2[CH:25]=[CH:24][C:9]([CH2:10][C:11]3[C:12]([Cl:23])=[N:13][C:14]4[C:19]([C:20]=3[Cl:21])=[CH:18][C:17]([Br:22])=[CH:16][C:15]=4[CH3:27])=[CH:8][CH:7]=2)[CH:5]=[CH:4][CH:3]=[N:2]1. Given the reactants [N:1]1([C:6]2[CH:25]=[CH:24][C:9]([CH2:10][C:11]3[C:12]([Cl:23])=[N:13][C:14]4[C:19]([C:20]=3[Cl:21])=[CH:18][C:17]([Br:22])=[CH:16][CH:15]=4)=[CH:8][CH:7]=2)[CH:5]=[CH:4][CH:3]=[N:2]1.Br[C:27]1C=CC(N)=C(C)C=1.P(Cl)(Cl)(Cl)=O.N, predict the reaction product.